This data is from Forward reaction prediction with 1.9M reactions from USPTO patents (1976-2016). The task is: Predict the product of the given reaction. (1) Given the reactants [CH3:1][N:2]1[CH2:7][CH2:6][CH:5]([NH:8][NH:9]C(OC(C)(C)C)=O)[CH2:4][CH2:3]1.[ClH:17].CCOC(C)=O, predict the reaction product. The product is: [ClH:17].[NH:8]([CH:5]1[CH2:6][CH2:7][N:2]([CH3:1])[CH2:3][CH2:4]1)[NH2:9]. (2) Given the reactants Cl[C:2]1[N:7]=[C:6]([NH:8][C@@H:9]2[CH2:14][CH2:13][CH2:12][N:11]([C:15](=[O:18])[CH:16]=[CH2:17])[CH2:10]2)[C:5]([F:19])=[CH:4][N:3]=1.C([O-])([O-])=O.[Cs+].[Cs+].[C:26]([N:30]1[CH2:38][C:37]2[C:32](=[CH:33][CH:34]=[C:35]([NH2:39])[CH:36]=2)[CH2:31]1)([CH3:29])([CH3:28])[CH3:27].CN(C1C(C2C(P(C3CCCCC3)C3CCCCC3)=CC=CC=2)=CC=CC=1)C, predict the reaction product. The product is: [C:26]([N:30]1[CH2:38][C:37]2[C:32](=[CH:33][CH:34]=[C:35]([NH:39][C:2]3[N:7]=[C:6]([NH:8][C@@H:9]4[CH2:14][CH2:13][CH2:12][N:11]([C:15](=[O:18])[CH:16]=[CH2:17])[CH2:10]4)[C:5]([F:19])=[CH:4][N:3]=3)[CH:36]=2)[CH2:31]1)([CH3:29])([CH3:27])[CH3:28].